Dataset: Forward reaction prediction with 1.9M reactions from USPTO patents (1976-2016). Task: Predict the product of the given reaction. (1) Given the reactants FC(F)(F)S(O[C:7]1[C:24]2[C:23]3[C:18](=[CH:19][CH:20]=[CH:21][CH:22]=3)[C:17]3[C:12](=[CH:13][CH:14]=[CH:15][CH:16]=3)[C:11]=2[CH:10]=[CH:9][CH:8]=1)(=O)=O.[CH3:27][O:28][C:29]1[CH:30]=[C:31](B(O)O)[CH:32]=[CH:33][CH:34]=1.C1(P(C2CCCCC2)C2C=CC=CC=2C2C(OC)=CC=CC=2OC)CCCCC1.[O-]P([O-])([O-])=O.[K+].[K+].[K+], predict the reaction product. The product is: [CH3:27][O:28][C:29]1[CH:30]=[C:31]([C:10]2[C:11]3[C:12]4[C:17](=[CH:16][CH:15]=[CH:14][CH:13]=4)[C:18]4[C:23](=[CH:22][CH:21]=[CH:20][CH:19]=4)[C:24]=3[CH:7]=[CH:8][CH:9]=2)[CH:32]=[CH:33][CH:34]=1. (2) Given the reactants [C:1]([O:5][C:6]([N:8]1[CH2:12][C@@H:11]([CH2:13][N:14]([CH:31]([CH3:33])[CH3:32])[C:15](=[O:30])[C:16]2[CH:21]=[CH:20][C:19]([O:22][CH3:23])=[C:18]([O:24][CH2:25][CH2:26][CH2:27][O:28][CH3:29])[CH:17]=2)[C@H:10]([CH2:34][CH2:35][C:36]([O:38]CC)=[O:37])[CH2:9]1)=[O:7])([CH3:4])([CH3:3])[CH3:2].[OH-].[Na+], predict the reaction product. The product is: [C:1]([O:5][C:6]([N:8]1[CH2:12][C@@H:11]([CH2:13][N:14]([CH:31]([CH3:33])[CH3:32])[C:15](=[O:30])[C:16]2[CH:21]=[CH:20][C:19]([O:22][CH3:23])=[C:18]([O:24][CH2:25][CH2:26][CH2:27][O:28][CH3:29])[CH:17]=2)[C@H:10]([CH2:34][CH2:35][C:36]([OH:38])=[O:37])[CH2:9]1)=[O:7])([CH3:2])([CH3:4])[CH3:3]. (3) Given the reactants [Br:1][C:2]1[CH:3]=[C:4]([NH:10][C:11]2[CH:16]=[CH:15][C:14]([N:17]3[CH2:22][CH2:21][N:20]([CH2:23][CH2:24][O:25][Si](C(C)(C)C)(C)C)[CH2:19][CH2:18]3)=[CH:13][N:12]=2)[C:5](=[O:9])[N:6]([CH3:8])[CH:7]=1.CC1(C)[C@@]2(CS(O)(=O)=O)C(C[C@@H]1CC2)=O.O, predict the reaction product. The product is: [Br:1][C:2]1[CH:3]=[C:4]([NH:10][C:11]2[CH:16]=[CH:15][C:14]([N:17]3[CH2:18][CH2:19][N:20]([CH2:23][CH2:24][OH:25])[CH2:21][CH2:22]3)=[CH:13][N:12]=2)[C:5](=[O:9])[N:6]([CH3:8])[CH:7]=1. (4) Given the reactants [NH2:1][CH2:2][C@@H:3]1[CH2:7][CH2:6][CH2:5][N:4]1[C:8]([O:10][CH2:11][C:12]1[CH:17]=[CH:16][CH:15]=[CH:14][CH:13]=1)=[O:9].[F:18][C:19]([F:32])([F:31])[S:20](O[S:20]([C:19]([F:32])([F:31])[F:18])(=[O:22])=[O:21])(=[O:22])=[O:21].C(Cl)(Cl)Cl, predict the reaction product. The product is: [F:18][C:19]([F:32])([F:31])[S:20]([NH:1][CH2:2][C@@H:3]1[CH2:7][CH2:6][CH2:5][N:4]1[C:8]([O:10][CH2:11][C:12]1[CH:17]=[CH:16][CH:15]=[CH:14][CH:13]=1)=[O:9])(=[O:22])=[O:21]. (5) Given the reactants S(C1C=CC(C)=CC=1)([O-])(=O)=O.[NH2:12][C@@H:13]([CH3:22])[C:14]([O:16][CH2:17][C:18]([CH3:21])([CH3:20])[CH3:19])=[O:15].[P:23](Cl)(Cl)(=[O:31])[O:24][C:25]1[CH:30]=[CH:29][CH:28]=[CH:27][CH:26]=1.C(Cl)[Cl:35], predict the reaction product. The product is: [Cl:35][C:26]1[CH:27]=[CH:28][CH:29]=[CH:30][C:25]=1[O:24][P:23](=[N:12][C@@H:13]([CH3:22])[C:14]([O:16][CH2:17][C:18]([CH3:21])([CH3:20])[CH3:19])=[O:15])=[O:31]. (6) Given the reactants [CH2:1]([O:3][C:4]([C:6]1[CH:7]=[C:8]2[C:13](=[CH:14][CH:15]=1)[N:12]=[CH:11][C:10]([C:16]#[N:17])=[C:9]2Cl)=[O:5])[CH3:2].[CH2:19](B(O)O)[CH2:20][CH2:21][CH3:22].C(=O)([O-])[O-].[Na+].[Na+], predict the reaction product. The product is: [CH2:1]([O:3][C:4]([C:6]1[CH:7]=[C:8]2[C:13](=[CH:14][CH:15]=1)[N:12]=[CH:11][C:10]([C:16]#[N:17])=[C:9]2[CH2:19][CH2:20][CH2:21][CH3:22])=[O:5])[CH3:2]. (7) Given the reactants [CH:1]1([NH2:4])[CH2:3][CH2:2]1.[CH3:5][O:6][C:7]([C:9]1[CH:10]=[C:11]([CH3:31])[C:12]2[O:18][C:17]3[C:19]([Cl:27])=[CH:20][C:21]([NH:23][CH2:24][CH2:25]Cl)=[CH:22][C:16]=3[CH2:15][S:14](=[O:29])(=[O:28])[C:13]=2[CH:30]=1)=[O:8], predict the reaction product. The product is: [CH3:5][O:6][C:7]([C:9]1[CH:10]=[C:11]([CH3:31])[C:12]2[O:18][C:17]3[C:19]([Cl:27])=[CH:20][C:21]([NH:23][CH2:24][CH2:25][NH:4][CH:1]4[CH2:3][CH2:2]4)=[CH:22][C:16]=3[CH2:15][S:14](=[O:28])(=[O:29])[C:13]=2[CH:30]=1)=[O:8].